Dataset: CYP2C19 inhibition data for predicting drug metabolism from PubChem BioAssay. Task: Regression/Classification. Given a drug SMILES string, predict its absorption, distribution, metabolism, or excretion properties. Task type varies by dataset: regression for continuous measurements (e.g., permeability, clearance, half-life) or binary classification for categorical outcomes (e.g., BBB penetration, CYP inhibition). Dataset: cyp2c19_veith. (1) The compound is CN1C(=O)C(CC(N)=O)N(NC(=O)c2ccc(Cl)cc2)C1=S. The result is 0 (non-inhibitor). (2) The molecule is COC(=O)N1CCC2(CCN(Cc3ccccc3)CC2)CC1. The result is 0 (non-inhibitor). (3) The drug is COC(=O)CCC(NC(=O)OCc1ccccc1)C(=O)NC(CC(C)C)C(=O)OC. The result is 1 (inhibitor).